Dataset: Reaction yield outcomes from USPTO patents with 853,638 reactions. Task: Predict the reaction yield, written as a fraction of the theoretical maximum amount of product (1.0 means a 100% yield; for example, 0.34 means a 34% yield). (1) The reactants are IC.[F:3][C:4]1[CH:9]=[CH:8][C:7]([C:10]([N:12]2[CH2:17][CH2:16][N:15]3[N:18]=[C:19]([CH2:22][O:23][C:24]4[CH:29]=[CH:28][CH:27]=[CH:26][CH:25]=4)[C:20]([OH:21])=[C:14]3[CH2:13]2)=[O:11])=[CH:6][CH:5]=1.[C:30]([O-])([O-])=O.[Cs+].[Cs+]. The catalyst is CN(C=O)C. The product is [F:3][C:4]1[CH:5]=[CH:6][C:7]([C:10]([N:12]2[CH2:17][CH2:16][N:15]3[N:18]=[C:19]([CH2:22][O:23][C:24]4[CH:25]=[CH:26][CH:27]=[CH:28][CH:29]=4)[C:20]([O:21][CH3:30])=[C:14]3[CH2:13]2)=[O:11])=[CH:8][CH:9]=1. The yield is 0.250. (2) The reactants are [CH3:1][C:2]1[C:10](N)=[CH:9][CH:8]=[CH:7][C:3]=1[C:4]([OH:6])=[O:5].S(=O)(=O)(O)[OH:13].N([O-])=O.[Na+]. The catalyst is O. The product is [CH3:1][C:2]1[C:10]([OH:13])=[CH:9][CH:8]=[CH:7][C:3]=1[C:4]([OH:6])=[O:5]. The yield is 0.690. (3) The reactants are I[C:2]1[C:7]([CH3:8])=[CH:6][N:5]=[C:4]([NH:9][C:10]([CH:12]2[CH2:14][CH2:13]2)=[O:11])[CH:3]=1.[CH3:15][Sn:16]([CH3:22])([CH3:21])[Sn:16]([CH3:22])([CH3:21])[CH3:15]. The catalyst is O1CCOCC1.C1C=CC([P]([Pd]([P](C2C=CC=CC=2)(C2C=CC=CC=2)C2C=CC=CC=2)([P](C2C=CC=CC=2)(C2C=CC=CC=2)C2C=CC=CC=2)[P](C2C=CC=CC=2)(C2C=CC=CC=2)C2C=CC=CC=2)(C2C=CC=CC=2)C2C=CC=CC=2)=CC=1. The product is [CH3:8][C:7]1[C:2]([Sn:16]([CH3:22])([CH3:21])[CH3:15])=[CH:3][C:4]([NH:9][C:10]([CH:12]2[CH2:14][CH2:13]2)=[O:11])=[N:5][CH:6]=1. The yield is 0.610. (4) The reactants are Br[C:2]1[CH:7]=[C:6]([S:8]([CH3:10])=[O:9])[C:5](Br)=[CH:4][C:3]=1[S:12]([CH3:14])=[O:13].[CH2:15]([C:18]1[S:19][C:20]([Sn](C)(C)C)=[CH:21][CH:22]=1)[CH2:16][CH3:17]. The catalyst is C1C=CC([P]([Pd]([P](C2C=CC=CC=2)(C2C=CC=CC=2)C2C=CC=CC=2)([P](C2C=CC=CC=2)(C2C=CC=CC=2)C2C=CC=CC=2)[P](C2C=CC=CC=2)(C2C=CC=CC=2)C2C=CC=CC=2)(C2C=CC=CC=2)C2C=CC=CC=2)=CC=1. The product is [CH3:14][S:12]([C:3]1[CH:4]=[C:5]([C:20]2[S:19][C:18]([CH2:15][CH2:16][CH3:17])=[CH:22][CH:21]=2)[C:6]([S:8]([CH3:10])=[O:9])=[CH:7][C:2]=1[C:20]1[S:19][C:18]([CH2:15][CH2:16][CH3:17])=[CH:22][CH:21]=1)=[O:13]. The yield is 0.810.